From a dataset of Reaction yield outcomes from USPTO patents with 853,638 reactions. Predict the reaction yield, written as a fraction of the theoretical maximum amount of product (1.0 means a 100% yield; for example, 0.34 means a 34% yield). (1) The reactants are C(O[C:9]([N:11]1[CH2:15][C:14]([CH3:17])([CH3:16])[CH2:13][C@H:12]1[CH2:18]O)=O)C1C=CC=CC=1.[CH2:20]([O:27]C(N1C[C@@H](SC)C[C@H]1CO)=O)[C:21]1C=CC=CC=1. No catalyst specified. The product is [CH3:17][C:14]1([CH3:16])[CH2:15][N:11]2[C@H:12]([CH2:18][C:20](=[O:27])[CH2:21][CH2:9]2)[CH2:13]1. The yield is 0.360. (2) The reactants are [F:1][C:2]1[CH:3]=[C:4]2[NH:10][C:9](=O)O[C:6](=[O:7])[C:5]2=[CH:12][C:13]=1[I:14].C(O)(=O)C.C(N)=[NH:20]. The catalyst is CN(C)C=O. The product is [OH:7][C:6]1[C:5]2[C:4](=[CH:3][C:2]([F:1])=[C:13]([I:14])[CH:12]=2)[N:10]=[CH:9][N:20]=1. The yield is 0.910. (3) The reactants are [O:1]1[C:7]2[CH:8]=[C:9]([C:12]([O:14][CH3:15])=[O:13])[CH:10]=[CH:11][C:6]=2[CH2:5][NH:4][CH2:3][CH2:2]1.B(O)(O)[C:17]1[CH:18]=[CH:19][C:20]([CH3:23])=[CH:21][CH:22]=1.N1C=CC=CC=1. The catalyst is CC([O-])=O.CC([O-])=O.[Cu+2].C(Cl)Cl. The product is [C:20]1([CH3:23])[CH:21]=[CH:22][C:17]([N:4]2[CH2:5][C:6]3[CH:11]=[CH:10][C:9]([C:12]([O:14][CH3:15])=[O:13])=[CH:8][C:7]=3[O:1][CH2:2][CH2:3]2)=[CH:18][CH:19]=1. The yield is 0.420. (4) The reactants are C[C@@H:2]1[CH2:7][CH2:6][CH2:5][CH2:4][C@H:3]1[NH:8][C:9]([C@@H:11]1[CH2:13][C@H:12]1[C:14]([OH:16])=O)=[O:10].B(OC)(OC)O[CH3:19].C1COCC1.Cl. The product is [CH3:19][C@H:6]1[CH2:7][CH2:2][C@H:3]([NH:8][C:9]([C@@H:11]2[CH2:13][C@H:12]2[CH2:14][OH:16])=[O:10])[CH2:4][CH2:5]1. The yield is 0.830. No catalyst specified. (5) The reactants are Br[C:2]1[CH:7]=[C:6]([CH3:8])[CH:5]=[CH:4][C:3]=1[O:9][CH3:10].C([Li])CCC.C[O:17][B:18](OC)[O:19]C.Cl. The yield is 0.890. The catalyst is C1COCC1. The product is [CH3:8][C:6]1[CH:5]=[CH:4][C:3]([O:9][CH3:10])=[C:2]([B:18]([OH:19])[OH:17])[CH:7]=1. (6) The reactants are [CH3:1][N:2]1[C:6]([C:7]2[CH:8]=[C:9]([C:12]([OH:14])=O)[S:10][CH:11]=2)=[CH:5][CH:4]=[N:3]1.[NH2:15][C@@H:16]([CH2:29][C:30]1[CH:35]=[CH:34][C:33]([Cl:36])=[C:32]([Cl:37])[CH:31]=1)[CH2:17][N:18]1[C:26](=[O:27])[C:25]2[C:20](=[CH:21][CH:22]=[CH:23][CH:24]=2)[C:19]1=[O:28].CC(OC(N[C@H](C(O)=O)CC1C=CC=CC=1C(F)(F)F)=O)(C)C.C1CN([P+](Br)(N2CCCC2)N2CCCC2)CC1.F[P-](F)(F)(F)(F)F.CCN(C(C)C)C(C)C. The catalyst is C(Cl)(Cl)Cl. The product is [Cl:37][C:32]1[CH:31]=[C:30]([CH2:29][C@H:16]([NH:15][C:12]([C:9]2[S:10][CH:11]=[C:7]([C:6]3[N:2]([CH3:1])[N:3]=[CH:4][CH:5]=3)[CH:8]=2)=[O:14])[CH2:17][N:18]2[C:26](=[O:27])[C:25]3[C:20](=[CH:21][CH:22]=[CH:23][CH:24]=3)[C:19]2=[O:28])[CH:35]=[CH:34][C:33]=1[Cl:36]. The yield is 0.300. (7) The reactants are Cl[CH2:2][C:3]1[CH:13]=[CH:12][C:6]2[O:7][C:8]([F:11])([F:10])[O:9][C:5]=2[CH:4]=1.[C-:14]#[N:15].[Na+].O.CC(OC)(C)C. The catalyst is CS(C)=O. The product is [F:10][C:8]1([F:11])[O:7][C:6]2[CH:12]=[CH:13][C:3]([CH2:2][C:14]#[N:15])=[CH:4][C:5]=2[O:9]1. The yield is 0.950.